The task is: Predict the reactants needed to synthesize the given product.. This data is from Full USPTO retrosynthesis dataset with 1.9M reactions from patents (1976-2016). Given the product [F:9][C:10]([F:14])([F:13])[CH2:11][NH:12][C:2]1[CH:7]=[CH:6][CH:5]=[CH:4][N:3]=1, predict the reactants needed to synthesize it. The reactants are: F[C:2]1[CH:7]=[CH:6][CH:5]=[CH:4][N:3]=1.Cl.[F:9][C:10]([F:14])([F:13])[CH2:11][NH2:12].